This data is from Full USPTO retrosynthesis dataset with 1.9M reactions from patents (1976-2016). The task is: Predict the reactants needed to synthesize the given product. (1) Given the product [C:1]([O:5][C:6]([N:8]([C:40]1[N:41]=[CH:42][S:43][CH:44]=1)[S:9]([C:12]1[C:37]([F:38])=[CH:36][C:15]([O:16][C:17]2[CH:22]=[CH:21][C:20]([Cl:23])=[CH:19][C:18]=2[CH2:24][CH2:25][CH2:26][N:27]([CH2:31][C:32]([OH:34])=[O:33])[C:28](=[O:30])[CH3:29])=[C:14]([Cl:39])[CH:13]=1)(=[O:11])=[O:10])=[O:7])([CH3:2])([CH3:3])[CH3:4], predict the reactants needed to synthesize it. The reactants are: [C:1]([O:5][C:6]([N:8]([C:40]1[N:41]=[CH:42][S:43][CH:44]=1)[S:9]([C:12]1[C:37]([F:38])=[CH:36][C:15]([O:16][C:17]2[CH:22]=[CH:21][C:20]([Cl:23])=[CH:19][C:18]=2[CH2:24][CH2:25][CH2:26][N:27]([CH2:31][C:32]([O:34]C)=[O:33])[C:28](=[O:30])[CH3:29])=[C:14]([Cl:39])[CH:13]=1)(=[O:11])=[O:10])=[O:7])([CH3:4])([CH3:3])[CH3:2].O.[OH-].[Li+].Cl. (2) Given the product [CH3:29][C:4]([NH:6][C:7]([C:9]1[CH:18]=[CH:17][C:16]2[C:11](=[CH:12][CH:13]=[CH:14][CH:15]=2)[C:10]=1[CH:19]=[CH:20][CH2:21][CH2:22][C:23]1[CH:24]=[CH:25][CH:26]=[CH:27][CH:28]=1)=[O:8])([CH3:5])[C:3]([OH:30])=[O:2], predict the reactants needed to synthesize it. The reactants are: C[O:2][C:3](=[O:30])[C:4]([CH3:29])([NH:6][C:7]([C:9]1[CH:18]=[CH:17][C:16]2[C:11](=[CH:12][CH:13]=[CH:14][CH:15]=2)[C:10]=1[CH:19]=[CH:20][CH2:21][CH2:22][C:23]1[CH:28]=[CH:27][CH:26]=[CH:25][CH:24]=1)=[O:8])[CH3:5].[OH-].[Na+]. (3) Given the product [CH:1]([N:4]1[CH2:9][CH2:8][CH:7]([NH:10][C:55]([C:53]2[NH:54][C:50]([C:44]3[CH:45]=[CH:46][CH:47]=[CH:48][CH:49]=3)=[CH:51][CH:52]=2)=[O:56])[CH2:6][CH2:5]1)([CH3:3])[CH3:2], predict the reactants needed to synthesize it. The reactants are: [CH:1]([N:4]1[CH2:9][CH2:8][CH:7]([NH2:10])[CH2:6][CH2:5]1)([CH3:3])[CH3:2].CCN(C(C)C)C(C)C.CN(C(ON1N=NC2C=CC=NC1=2)=[N+](C)C)C.F[P-](F)(F)(F)(F)F.[C:44]1([C:50]2[NH:54][C:53]([C:55](O)=[O:56])=[CH:52][CH:51]=2)[CH:49]=[CH:48][CH:47]=[CH:46][CH:45]=1.